From a dataset of Reaction yield outcomes from USPTO patents with 853,638 reactions. Predict the reaction yield, written as a fraction of the theoretical maximum amount of product (1.0 means a 100% yield; for example, 0.34 means a 34% yield). (1) The reactants are [OH:1][C:2]1[CH:3]=[C:4]2[C:8](=[CH:9][CH:10]=1)[C:7](=[CH:11][CH3:12])[C:6]1([CH2:20][C:19]3[C:14](=[CH:15][CH:16]=[C:17]([OH:21])[CH:18]=3)[CH2:13]1)[CH:5]2[CH3:22]. The catalyst is C(O)C.[Pd]. The product is [OH:1][C:2]1[CH:3]=[C:4]2[C:8](=[CH:9][CH:10]=1)[CH:7]([CH2:11][CH3:12])[C:6]1([CH2:20][C:19]3[C:14](=[CH:15][CH:16]=[C:17]([OH:21])[CH:18]=3)[CH2:13]1)[CH:5]2[CH3:22]. The yield is 0.455. (2) The reactants are [C:1](=[O:15])([O:10][C:11]([CH3:14])([CH3:13])[CH3:12])O[C:1]([O:10][C:11]([CH3:14])([CH3:13])[CH3:12])=[O:15].[CH3:16][C:17]1[N:21]([CH:22]([CH3:24])[CH3:23])[C:20]([C:25]2[CH:30]=[CH:29][N:28]=[C:27]([NH:31][CH:32]3[CH2:37][CH2:36][NH:35][CH2:34][CH2:33]3)[N:26]=2)=[CH:19][N:18]=1. The catalyst is C1COCC1. The product is [CH3:16][C:17]1[N:21]([CH:22]([CH3:24])[CH3:23])[C:20]([C:25]2[CH:30]=[CH:29][N:28]=[C:27]([NH:31][CH:32]3[CH2:33][CH2:34][N:35]([C:1]([O:10][C:11]([CH3:12])([CH3:13])[CH3:14])=[O:15])[CH2:36][CH2:37]3)[N:26]=2)=[CH:19][N:18]=1. The yield is 0.590. (3) The reactants are CS(O[CH:6]1[CH2:11][CH2:10][N:9]([C:12]([O:14][C:15]([CH3:18])([CH3:17])[CH3:16])=[O:13])[CH2:8][CH2:7]1)(=O)=O.[F:19][C:20]1[CH:25]=[CH:24][C:23]([SH:26])=[CH:22][CH:21]=1.C([O-])([O-])=O.[K+].[K+]. The yield is 0.950. The product is [F:19][C:20]1[CH:25]=[CH:24][C:23]([S:26][CH:6]2[CH2:7][CH2:8][N:9]([C:12]([O:14][C:15]([CH3:16])([CH3:17])[CH3:18])=[O:13])[CH2:10][CH2:11]2)=[CH:22][CH:21]=1. The catalyst is C(#N)C.